This data is from Full USPTO retrosynthesis dataset with 1.9M reactions from patents (1976-2016). The task is: Predict the reactants needed to synthesize the given product. Given the product [NH2:24][C:22](=[O:23])[CH:21]([NH:20][C:6]1[C:5]([F:30])=[CH:4][C:3]([C:1]([NH2:2])=[O:37])=[C:8]([NH:9][C:10]2[CH:11]=[N:12][C:13]3[C:18]([CH:19]=2)=[CH:17][CH:16]=[CH:15][CH:14]=3)[N:7]=1)[CH2:25][C:26]([F:29])([F:27])[F:28], predict the reactants needed to synthesize it. The reactants are: [C:1]([C:3]1[CH:4]=[C:5]([F:30])[C:6]([NH:20][CH:21]([CH2:25][C:26]([F:29])([F:28])[F:27])[C:22]([NH2:24])=[O:23])=[N:7][C:8]=1[NH:9][C:10]1[CH:11]=[N:12][C:13]2[C:18]([CH:19]=1)=[CH:17][CH:16]=[CH:15][CH:14]=2)#[N:2].[OH-].[Na+].OO.CC(O)=[O:37].